From a dataset of Forward reaction prediction with 1.9M reactions from USPTO patents (1976-2016). Predict the product of the given reaction. (1) Given the reactants Cl[CH2:2][C:3](Cl)=[O:4].[NH2:6][C:7]1[C:12]([F:13])=[C:11]([CH2:14][CH2:15][Cl:16])[CH:10]=[CH:9][C:8]=1[OH:17].C(=O)([O-])O.[Na+].C(=O)([O-])[O-].[K+].[K+], predict the reaction product. The product is: [Cl:16][CH2:15][CH2:14][C:11]1[CH:10]=[CH:9][C:8]2[O:17][CH2:2][C:3](=[O:4])[NH:6][C:7]=2[C:12]=1[F:13]. (2) Given the reactants [OH:1][B:2]1[C:6]2[CH:7]=[C:8]([NH:11][S:12]([C:15]3[CH:20]=[CH:19][C:18]([O:21][CH3:22])=[CH:17][C:16]=3[N+:23]([O-])=O)(=[O:14])=[O:13])[CH:9]=[CH:10][C:5]=2[CH2:4][O:3]1, predict the reaction product. The product is: [NH2:23][C:16]1[CH:17]=[C:18]([O:21][CH3:22])[CH:19]=[CH:20][C:15]=1[S:12]([NH:11][C:8]1[CH:9]=[CH:10][C:5]2[CH2:4][O:3][B:2]([OH:1])[C:6]=2[CH:7]=1)(=[O:13])=[O:14]. (3) Given the reactants [Cl:1][C:2]1[CH:7]=[CH:6][C:5]([C:8](OC)([O:24]C)[CH:9]([OH:23])[CH2:10][N:11]2[CH2:16][CH2:15][N:14]([C:17]3[CH:22]=[CH:21][CH:20]=[CH:19][N:18]=3)[CH2:13][CH2:12]2)=[CH:4][CH:3]=1.OS(O)(=O)=O.C([O-])(O)=O.[Na+], predict the reaction product. The product is: [Cl:1][C:2]1[CH:7]=[CH:6][C:5]([C:8](=[O:24])[CH:9]([OH:23])[CH2:10][N:11]2[CH2:12][CH2:13][N:14]([C:17]3[CH:22]=[CH:21][CH:20]=[CH:19][N:18]=3)[CH2:15][CH2:16]2)=[CH:4][CH:3]=1. (4) Given the reactants [NH2:1][C:2]1[CH:7]=[CH:6][C:5]([C:8]2[CH:13]=[CH:12][C:11]([CH:14]3[CH2:19][O:18][CH:17]([CH2:20][C:21]([O:23][CH2:24][C:25]4[CH:30]=[CH:29][CH:28]=[CH:27][CH:26]=4)=[O:22])[CH2:16][CH2:15]3)=[CH:10][CH:9]=2)=[CH:4][CH:3]=1.[CH3:31][C:32]1[O:33][C:34]([C:40]([F:43])([F:42])[F:41])=[C:35]([C:37](O)=[O:38])[N:36]=1.CCN(C(C)C)C(C)C.CN(C(ON1N=NC2C=CC=NC1=2)=[N+](C)C)C.F[P-](F)(F)(F)(F)F, predict the reaction product. The product is: [CH3:31][C:32]1[O:33][C:34]([C:40]([F:43])([F:41])[F:42])=[C:35]([C:37]([NH:1][C:2]2[CH:7]=[CH:6][C:5]([C:8]3[CH:9]=[CH:10][C:11]([CH:14]4[CH2:19][O:18][CH:17]([CH2:20][C:21]([O:23][CH2:24][C:25]5[CH:26]=[CH:27][CH:28]=[CH:29][CH:30]=5)=[O:22])[CH2:16][CH2:15]4)=[CH:12][CH:13]=3)=[CH:4][CH:3]=2)=[O:38])[N:36]=1. (5) The product is: [Cl:9][C:8]1[N:1]=[C:2]([Cl:3])[N:4]=[C:5]([NH:10][C@@H:11]2[C:19]3[C:14](=[CH:15][CH:16]=[CH:17][CH:18]=3)[CH2:13][CH2:12]2)[N:7]=1. Given the reactants [N:1]1[C:8]([Cl:9])=[N:7][C:5](Cl)=[N:4][C:2]=1[Cl:3].[NH2:10][C@@H:11]1[C:19]2[C:14](=[CH:15][CH:16]=[CH:17][CH:18]=2)[CH2:13][CH2:12]1.CCN(C(C)C)C(C)C.O, predict the reaction product. (6) Given the reactants [C:1]([C:4]1[CH:13]=[CH:12][C:7]2[O:8][C:9]([CH3:11])=[CH:10][C:6]=2[CH:5]=1)([OH:3])=[O:2].S(=O)(=O)(O)O.[C:19](=O)([O-])O.[Na+], predict the reaction product. The product is: [CH3:19][O:2][C:1]([C:4]1[CH:13]=[CH:12][C:7]2[O:8][C:9]([CH3:11])=[CH:10][C:6]=2[CH:5]=1)=[O:3]. (7) Given the reactants O.O.[C:3]1([CH3:13])[CH:8]=[CH:7][C:6]([S:9]([OH:12])(=[O:11])=[O:10])=[CH:5][CH:4]=1.N1C2C(=CC=CC=2)C=C[CH:15]=1.C1(C)C=CC(S([O-])(=O)=O)=CC=1.[NH+]1C2C(=CC=CC=2)C=CC=1.S(OC)(OC)(=O)=O, predict the reaction product. The product is: [C:3]1([CH3:13])[CH:4]=[CH:5][C:6]([S:9]([O:12][CH3:15])(=[O:10])=[O:11])=[CH:7][CH:8]=1.